This data is from NCI-60 drug combinations with 297,098 pairs across 59 cell lines. The task is: Regression. Given two drug SMILES strings and cell line genomic features, predict the synergy score measuring deviation from expected non-interaction effect. (1) Cell line: OVCAR3. Drug 2: B(C(CC(C)C)NC(=O)C(CC1=CC=CC=C1)NC(=O)C2=NC=CN=C2)(O)O. Synergy scores: CSS=59.0, Synergy_ZIP=3.55, Synergy_Bliss=5.95, Synergy_Loewe=-4.37, Synergy_HSA=3.15. Drug 1: CC1=C(C(=CC=C1)Cl)NC(=O)C2=CN=C(S2)NC3=CC(=NC(=N3)C)N4CCN(CC4)CCO. (2) Drug 1: CC1=C(C(CCC1)(C)C)C=CC(=CC=CC(=CC(=O)O)C)C. Drug 2: CCC1(C2=C(COC1=O)C(=O)N3CC4=CC5=C(C=CC(=C5CN(C)C)O)N=C4C3=C2)O.Cl. Cell line: RPMI-8226. Synergy scores: CSS=63.4, Synergy_ZIP=-0.597, Synergy_Bliss=-1.43, Synergy_Loewe=0.741, Synergy_HSA=2.73. (3) Drug 1: C1=NC2=C(N1)C(=S)N=C(N2)N. Drug 2: C1=NNC2=C1C(=O)NC=N2. Cell line: HS 578T. Synergy scores: CSS=27.7, Synergy_ZIP=4.17, Synergy_Bliss=6.74, Synergy_Loewe=-21.6, Synergy_HSA=4.45. (4) Drug 1: CC1=C(C(=CC=C1)Cl)NC(=O)C2=CN=C(S2)NC3=CC(=NC(=N3)C)N4CCN(CC4)CCO. Drug 2: C(CCl)NC(=O)N(CCCl)N=O. Cell line: SNB-19. Synergy scores: CSS=3.87, Synergy_ZIP=-5.36, Synergy_Bliss=-1.30, Synergy_Loewe=-5.53, Synergy_HSA=-3.64. (5) Drug 1: C1C(C(OC1N2C=C(C(=O)NC2=O)F)CO)O. Drug 2: C1C(C(OC1N2C=NC3=C(N=C(N=C32)Cl)N)CO)O. Cell line: UACC62. Synergy scores: CSS=35.8, Synergy_ZIP=-3.84, Synergy_Bliss=0.676, Synergy_Loewe=1.80, Synergy_HSA=3.68. (6) Drug 1: C1CCC(CC1)NC(=O)N(CCCl)N=O. Drug 2: C(CC(=O)O)C(=O)CN.Cl. Cell line: SF-295. Synergy scores: CSS=34.4, Synergy_ZIP=-8.16, Synergy_Bliss=-6.71, Synergy_Loewe=-6.67, Synergy_HSA=-3.79. (7) Drug 1: CS(=O)(=O)CCNCC1=CC=C(O1)C2=CC3=C(C=C2)N=CN=C3NC4=CC(=C(C=C4)OCC5=CC(=CC=C5)F)Cl. Drug 2: CC1=C(C(=O)C2=C(C1=O)N3CC4C(C3(C2COC(=O)N)OC)N4)N. Cell line: T-47D. Synergy scores: CSS=12.6, Synergy_ZIP=-2.85, Synergy_Bliss=-0.0925, Synergy_Loewe=-9.46, Synergy_HSA=-4.46.